This data is from Reaction yield outcomes from USPTO patents with 853,638 reactions. The task is: Predict the reaction yield, written as a fraction of the theoretical maximum amount of product (1.0 means a 100% yield; for example, 0.34 means a 34% yield). (1) The reactants are [NH2:1][C@H:2]1[CH2:6][N:5]([C:7]([O:9][C:10]([CH3:13])([CH3:12])[CH3:11])=[O:8])[CH2:4][C@H:3]1[C:14]([O:16][C:17]([CH3:20])([CH3:19])[CH3:18])=[O:15].CCN(C(C)C)C(C)C.[C:30](C1CC(=O)NC1=O)([O:32][CH2:33][C:34]1[CH:39]=[CH:38][CH:37]=[CH:36][CH:35]=1)=[O:31]. The catalyst is CN(C)C=O. The product is [CH2:33]([O:32][C:30]([NH:1][C@H:2]1[CH2:6][N:5]([C:7]([O:9][C:10]([CH3:13])([CH3:12])[CH3:11])=[O:8])[CH2:4][C@H:3]1[C:14]([O:16][C:17]([CH3:20])([CH3:19])[CH3:18])=[O:15])=[O:31])[C:34]1[CH:39]=[CH:38][CH:37]=[CH:36][CH:35]=1. The yield is 1.00. (2) The reactants are [I:1][C:2]1[C:7]([CH3:8])=[CH:6][N:5]=[C:4]([N:9](C(OC)=O)[C:10]([O:12][CH3:13])=[O:11])[CH:3]=1.[OH-].[Na+]. The catalyst is CO. The product is [I:1][C:2]1[C:7]([CH3:8])=[CH:6][N:5]=[C:4]([NH:9][C:10](=[O:11])[O:12][CH3:13])[CH:3]=1. The yield is 0.600. (3) The reactants are [NH2:1][C:2]1[N:19]=[CH:18][C:17](Br)=[CH:16][C:3]=1[C:4]([N:6]=[S@@:7]([CH3:15])(=[O:14])[C:8]1[CH:13]=[CH:12][CH:11]=[CH:10][CH:9]=1)=[O:5].[OH:21][C:22]1[CH:23]=[C:24]([C:28]#[CH:29])[CH:25]=[CH:26][CH:27]=1.C(N(CC)CC)C. The catalyst is CCOC(C)=O.Cl[Pd](Cl)([P](C1C=CC=CC=1)(C1C=CC=CC=1)C1C=CC=CC=1)[P](C1C=CC=CC=1)(C1C=CC=CC=1)C1C=CC=CC=1.[Cu]I. The product is [NH2:1][C:2]1[N:19]=[CH:18][C:17]([C:29]#[C:28][C:24]2[CH:25]=[CH:26][CH:27]=[C:22]([OH:21])[CH:23]=2)=[CH:16][C:3]=1[C:4]([N:6]=[S@@:7]([CH3:15])(=[O:14])[C:8]1[CH:13]=[CH:12][CH:11]=[CH:10][CH:9]=1)=[O:5]. The yield is 0.0400. (4) The reactants are Cl[C:2]1[CH:11]=[CH:10][C:9]2[C:4](=[CH:5][CH:6]=[C:7]([O:12][CH2:13][C:14]3[CH:19]=[CH:18][C:17]([F:20])=[CH:16][CH:15]=3)[CH:8]=2)[N:3]=1.[NH2:21][C@H:22]1[C:30]2[C:25](=[CH:26][CH:27]=[CH:28][CH:29]=2)[CH2:24][CH2:23]1. No catalyst specified. The product is [F:20][C:17]1[CH:18]=[CH:19][C:14]([CH2:13][O:12][C:7]2[CH:8]=[C:9]3[C:4](=[CH:5][CH:6]=2)[N:3]=[C:2]([NH:21][C@H:22]2[C:30]4[C:25](=[CH:26][CH:27]=[CH:28][CH:29]=4)[CH2:24][CH2:23]2)[CH:11]=[CH:10]3)=[CH:15][CH:16]=1. The yield is 0.0800.